This data is from Forward reaction prediction with 1.9M reactions from USPTO patents (1976-2016). The task is: Predict the product of the given reaction. (1) Given the reactants [CH3:1][N:2]1[C:10]2[C:9]([O:11][CH2:12][C:13]3[CH:19]=[CH:18][C:16]([NH2:17])=[CH:15][CH:14]=3)=[N:8][CH:7]=[N:6][C:5]=2[CH:4]=[CH:3]1.C(N(CC)CC)C.[C:27]1([N:33]=[C:34]=[O:35])[CH:32]=[CH:31][CH:30]=[CH:29][CH:28]=1, predict the reaction product. The product is: [CH3:1][N:2]1[C:10]2[C:9]([O:11][CH2:12][C:13]3[CH:19]=[CH:18][C:16]([NH:17][C:34]([NH:33][C:27]4[CH:32]=[CH:31][CH:30]=[CH:29][CH:28]=4)=[O:35])=[CH:15][CH:14]=3)=[N:8][CH:7]=[N:6][C:5]=2[CH:4]=[CH:3]1. (2) Given the reactants [CH3:1][N:2]1[CH2:7][CH2:6][CH2:5][CH2:4][C@H:3]1[C:8]1[N:12]2[CH:13]=[C:14]([O:17][C@H:18]3[C:27]4[C:22](=[CH:23][CH:24]=[CH:25][CH:26]=4)[C@@H:21]([NH2:28])[CH2:20][CH2:19]3)[CH:15]=[CH:16][C:11]2=[N:10][N:9]=1.ClC(Cl)(Cl)C[O:32][C:33](=O)[NH:34][C:35]1[N:36]([CH2:44][CH2:45][OH:46])[N:37]=[C:38]([C:40]([CH3:43])([CH3:42])[CH3:41])[CH:39]=1.CCN(C(C)C)C(C)C, predict the reaction product. The product is: [C:40]([C:38]1[CH:39]=[C:35]([NH:34][C:33]([NH:28][C@@H:21]2[C:22]3[C:27](=[CH:26][CH:25]=[CH:24][CH:23]=3)[C@H:18]([O:17][C:14]3[CH:15]=[CH:16][C:11]4[N:12]([C:8]([C@@H:3]5[CH2:4][CH2:5][CH2:6][CH2:7][N:2]5[CH3:1])=[N:9][N:10]=4)[CH:13]=3)[CH2:19][CH2:20]2)=[O:32])[N:36]([CH2:44][CH2:45][OH:46])[N:37]=1)([CH3:43])([CH3:41])[CH3:42].